Dataset: Reaction yield outcomes from USPTO patents with 853,638 reactions. Task: Predict the reaction yield, written as a fraction of the theoretical maximum amount of product (1.0 means a 100% yield; for example, 0.34 means a 34% yield). The reactants are [CH3:1][O:2][C:3]([C:5]1([C:8]2[CH:13]=[C:12](I)[C:11]([O:15][CH2:16][C:17]([CH3:19])=[CH2:18])=[C:10](I)[CH:9]=2)[CH2:7][CH2:6]1)=[O:4].CCCC[SnH](CCCC)CCCC.CC(N=NC(C#N)(C)C)(C#N)C. The catalyst is C1(C)C=CC=CC=1. The product is [CH3:1][O:2][C:3]([C:5]1([C:8]2[CH:13]=[CH:12][C:11]3[O:15][CH2:16][C:17]([CH3:19])([CH3:18])[C:10]=3[CH:9]=2)[CH2:7][CH2:6]1)=[O:4]. The yield is 0.620.